Dataset: Reaction yield outcomes from USPTO patents with 853,638 reactions. Task: Predict the reaction yield, written as a fraction of the theoretical maximum amount of product (1.0 means a 100% yield; for example, 0.34 means a 34% yield). (1) The reactants are [Br:1][C:2]1[CH:7]=[CH:6][C:5]([C@@H:8]([N:10]([CH2:15][CH2:16][C:17]([OH:28])([C:22]2[CH:27]=[CH:26][CH:25]=[CH:24][CH:23]=2)[CH2:18][C:19]([CH3:21])=[CH2:20])[C:11](=O)[O:12]C)[CH3:9])=[CH:4][CH:3]=1.[H-].[Na+]. The yield is 0.345. The catalyst is C1COCC1. The product is [Br:1][C:2]1[CH:3]=[CH:4][C:5]([C@@H:8]([N:10]2[CH2:15][CH2:16][C@:17]([CH2:18][C:19]([CH3:21])=[CH2:20])([C:22]3[CH:23]=[CH:24][CH:25]=[CH:26][CH:27]=3)[O:28][C:11]2=[O:12])[CH3:9])=[CH:6][CH:7]=1. (2) The reactants are [Si:1]([O:8][CH2:9][C:10]1[C:11]([C:17]([OH:19])=O)=[N:12][CH:13]=[CH:14][C:15]=1[Cl:16])([C:4]([CH3:7])([CH3:6])[CH3:5])([CH3:3])[CH3:2].[C:20]([C:24]1[CH:25]=[C:26]([NH2:31])[C:27]([NH2:30])=[CH:28][CH:29]=1)([CH3:23])([CH3:22])[CH3:21].C(N(C(C)C)CC)(C)C.C(OCC)(=O)C. The catalyst is CN(C)C=O. The product is [NH2:31][C:26]1[CH:25]=[C:24]([C:20]([CH3:22])([CH3:21])[CH3:23])[CH:29]=[CH:28][C:27]=1[NH:30][C:17](=[O:19])[C:11]1[C:10]([CH2:9][O:8][Si:1]([C:4]([CH3:5])([CH3:6])[CH3:7])([CH3:2])[CH3:3])=[C:15]([Cl:16])[CH:14]=[CH:13][N:12]=1. The yield is 0.670. (3) The reactants are Br[C:2]1[CH:7]=[C:6]([CH3:8])[CH:5]=[CH:4][C:3]=1[CH3:9].[Li]CCCC.[O:15]=[C:16]1[N:21]([C:22]([O:24][C:25]([CH3:28])([CH3:27])[CH3:26])=[O:23])[CH2:20][CH2:19][N:18]2[C:29](=[O:32])[CH2:30][CH2:31][C@@H:17]12. The catalyst is C1COCC1. The product is [CH3:9][C:3]1[CH:4]=[CH:5][C:6]([CH3:8])=[CH:7][C:2]=1[C:16]([C@@H:17]1[CH2:31][CH2:30][C:29](=[O:32])[N:18]1[CH2:19][CH2:20][NH:21][C:22](=[O:23])[O:24][C:25]([CH3:27])([CH3:26])[CH3:28])=[O:15]. The yield is 0.556. (4) The reactants are Cl.[NH:2]1[CH2:5][CH:4]([C:6]2[CH:27]=[CH:26][C:9]3[C:10]4[N:14]([CH2:15][CH2:16][O:17][C:8]=3[CH:7]=2)[CH:13]=[C:12]([C:18]2[N:19]([CH:23]([CH3:25])[CH3:24])[N:20]=[CH:21][N:22]=2)[N:11]=4)[CH2:3]1.C(N(CC)CC)C.Cl[CH2:36][CH2:37][S:38](Cl)(=[O:40])=[O:39].Cl.[F:43][CH:44]1[CH2:47][NH:46][CH2:45]1. The catalyst is C(Cl)Cl. The product is [F:43][CH:44]1[CH2:47][N:46]([CH2:36][CH2:37][S:38]([N:2]2[CH2:3][CH:4]([C:6]3[CH:27]=[CH:26][C:9]4[C:10]5[N:14]([CH:13]=[C:12]([C:18]6[N:19]([CH:23]([CH3:24])[CH3:25])[N:20]=[CH:21][N:22]=6)[N:11]=5)[CH2:15][CH2:16][O:17][C:8]=4[CH:7]=3)[CH2:5]2)(=[O:40])=[O:39])[CH2:45]1. The yield is 0.400.